From a dataset of Full USPTO retrosynthesis dataset with 1.9M reactions from patents (1976-2016). Predict the reactants needed to synthesize the given product. (1) Given the product [CH3:1][O:2][C:3]1[CH:4]=[CH:5][CH:6]=[C:7]2[C:12]=1[N:11]=[C:10]([C:13]([F:16])([F:14])[F:15])[CH:9]=[CH:8]2, predict the reactants needed to synthesize it. The reactants are: [CH3:1][O:2][C:3]1[CH:4]=[CH:5][CH:6]=[C:7]2[C:12]=1[NH:11][CH:10]([C:13]([F:16])([F:15])[F:14])[CH2:9][CH2:8]2.[OH-].[Na+]. (2) Given the product [NH2:42][C:39]1[N:40]=[CH:41][C:36]([C:60]2[N:59]=[C:58]([NH:12][CH2:13][C:14]([C:22]3[CH:23]=[CH:24][CH:25]=[CH:26][CH:27]=3)([C:16]3[CH:17]=[CH:18][CH:19]=[CH:20][CH:21]=3)[OH:15])[C:67]3[C:62](=[CH:63][CH:64]=[CH:65][CH:66]=3)[N:61]=2)=[CH:37][N:38]=1, predict the reactants needed to synthesize it. The reactants are: ClC1N=CC2C(=CC=CC=2[NH:12][CH2:13][C:14]([C:22]2[CH:27]=[CH:26][CH:25]=[CH:24][CH:23]=2)([C:16]2[CH:21]=[CH:20][CH:19]=[CH:18][CH:17]=2)[OH:15])N=1.CC1(C)C(C)(C)OB([C:36]2[CH:37]=[N:38][C:39]([NH2:42])=[N:40][CH:41]=2)O1.C(N[C:58]1[C:67]2[C:62](=[CH:63][CH:64]=[CH:65][CH:66]=2)[N:61]=[C:60](C2SC3C=CC=CC=3C=2)[N:59]=1)(C1C=CC=CC=1)C1C=CC=CC=1. (3) The reactants are: [SH:1][C:2]1[N:3]([CH3:31])[C:4]([C:7]2[CH:12]=[CH:11][N:10]3[C:13]([C:16]4[CH:17]=[C:18]([NH:22][C:23]([NH:25][CH2:26][C:27]([F:30])([F:29])[F:28])=[O:24])[CH:19]=[CH:20][CH:21]=4)=[CH:14][N:15]=[C:9]3[CH:8]=2)=[N:5][N:6]=1.[OH-:32].[K+].I[CH3:35]. Given the product [CH:23]([OH:24])=[O:32].[CH3:31][N:3]1[C:2]([S:1][CH3:35])=[N:6][N:5]=[C:4]1[C:7]1[CH:12]=[CH:11][N:10]2[C:13]([C:16]3[CH:17]=[C:18]([NH:22][C:23]([NH:25][CH2:26][C:27]([F:30])([F:28])[F:29])=[O:24])[CH:19]=[CH:20][CH:21]=3)=[CH:14][N:15]=[C:9]2[CH:8]=1, predict the reactants needed to synthesize it. (4) Given the product [F:31][C:30]([F:33])([F:32])[CH2:29][C:8]([CH2:7][C:6]1[CH:5]=[CH:4][C:3]([C:2]([F:15])([F:16])[F:1])=[CH:14][CH:13]=1)([C:11]#[N:12])[C:9]#[N:10], predict the reactants needed to synthesize it. The reactants are: [F:1][C:2]([F:16])([F:15])[C:3]1[CH:14]=[CH:13][C:6]([CH2:7][CH:8]([C:11]#[N:12])[C:9]#[N:10])=[CH:5][CH:4]=1.C(=O)([O-])[O-].[Cs+].[Cs+].FC(F)(F)S(O[CH2:29][C:30]([F:33])([F:32])[F:31])(=O)=O. (5) The reactants are: Br[C:2]1[CH:3]=[C:4]2[C:9](=[CH:10][CH:11]=1)[C:8](=[O:12])[N:7]([CH2:13][CH:14]=[O:15])[CH2:6][CH2:5]2.C(N1CCC2C(=CC=C([I:29])C=2)C1=O)C=C. Given the product [I:29][C:2]1[CH:3]=[C:4]2[C:9](=[CH:10][CH:11]=1)[C:8](=[O:12])[N:7]([CH2:13][CH:14]=[O:15])[CH2:6][CH2:5]2, predict the reactants needed to synthesize it. (6) Given the product [Cl:3][C:4]1[CH:9]=[CH:8][CH:7]=[CH:6][C:5]=1[N:10]1[C:14]([NH:15][C:27](=[O:34])[C:26]2[C:25]([NH:30][C:29](=[O:28])[CH:31]([CH3:32])[CH3:33])=[CH:24][CH:23]=[CH:22][C:21]=2[CH3:20])=[CH:13][C:12]([C:16]([F:19])([F:17])[F:18])=[N:11]1, predict the reactants needed to synthesize it. The reactants are: [H-].[Na+].[Cl:3][C:4]1[CH:9]=[CH:8][CH:7]=[CH:6][C:5]=1[N:10]1[C:14]([NH2:15])=[CH:13][C:12]([C:16]([F:19])([F:18])[F:17])=[N:11]1.[CH3:20][C:21]1[C:26]2[C:27](=[O:34])[O:28][C:29]([CH:31]([CH3:33])[CH3:32])=[N:30][C:25]=2[CH:24]=[CH:23][CH:22]=1. (7) Given the product [C:11]1([CH:10]([C:17]2[CH:22]=[CH:21][CH:20]=[CH:19][CH:18]=2)[N:8]2[CH2:9][CH:6]([N:23]3[CH2:27][CH2:26][CH:25]([OH:28])[CH2:24]3)[CH2:7]2)[CH:16]=[CH:15][CH:14]=[CH:13][CH:12]=1, predict the reactants needed to synthesize it. The reactants are: CS(O[CH:6]1[CH2:9][N:8]([CH:10]([C:17]2[CH:22]=[CH:21][CH:20]=[CH:19][CH:18]=2)[C:11]2[CH:16]=[CH:15][CH:14]=[CH:13][CH:12]=2)[CH2:7]1)(=O)=O.[NH:23]1[CH2:27][CH2:26][CH:25]([OH:28])[CH2:24]1.C(N(CC)CC)C. (8) Given the product [Cl:34][C:35]1[S:39][C:38]([C:40]([NH:2][CH2:3][C@@H:4]2[O:8][C:7](=[O:9])[N:6]([C:10]3[CH:15]=[CH:14][C:13]([N:16]4[CH2:21][CH2:20][O:19][CH2:18][C:17]4=[O:22])=[CH:12][CH:11]=3)[CH2:5]2)=[O:41])=[CH:37][CH:36]=1, predict the reactants needed to synthesize it. The reactants are: Cl.[NH2:2][CH2:3][C@@H:4]1[O:8][C:7](=[O:9])[N:6]([C:10]2[CH:15]=[CH:14][C:13]([N:16]3[CH2:21][CH2:20][O:19][CH2:18][C:17]3=[O:22])=[CH:12][CH:11]=2)[CH2:5]1.C(=O)(O)[O-].[Na+].C(OO)(C)(C)C.[Cl:34][C:35]1[S:39][C:38]([CH:40]=[O:41])=[CH:37][CH:36]=1.